Dataset: NCI-60 drug combinations with 297,098 pairs across 59 cell lines. Task: Regression. Given two drug SMILES strings and cell line genomic features, predict the synergy score measuring deviation from expected non-interaction effect. (1) Drug 1: CC1=CC=C(C=C1)C2=CC(=NN2C3=CC=C(C=C3)S(=O)(=O)N)C(F)(F)F. Drug 2: CCC1(C2=C(COC1=O)C(=O)N3CC4=CC5=C(C=CC(=C5CN(C)C)O)N=C4C3=C2)O.Cl. Cell line: K-562. Synergy scores: CSS=28.3, Synergy_ZIP=2.33, Synergy_Bliss=1.85, Synergy_Loewe=-39.6, Synergy_HSA=-1.09. (2) Drug 1: COC1=CC(=CC(=C1O)OC)C2C3C(COC3=O)C(C4=CC5=C(C=C24)OCO5)OC6C(C(C7C(O6)COC(O7)C8=CC=CS8)O)O. Drug 2: C1=CC=C(C(=C1)C(C2=CC=C(C=C2)Cl)C(Cl)Cl)Cl. Cell line: HL-60(TB). Synergy scores: CSS=73.5, Synergy_ZIP=9.74, Synergy_Bliss=10.2, Synergy_Loewe=-27.3, Synergy_HSA=10.7. (3) Drug 1: CCC1=CC2CC(C3=C(CN(C2)C1)C4=CC=CC=C4N3)(C5=C(C=C6C(=C5)C78CCN9C7C(C=CC9)(C(C(C8N6C)(C(=O)OC)O)OC(=O)C)CC)OC)C(=O)OC.C(C(C(=O)O)O)(C(=O)O)O. Drug 2: CC1=C2C(C(=O)C3(C(CC4C(C3C(C(C2(C)C)(CC1OC(=O)C(C(C5=CC=CC=C5)NC(=O)C6=CC=CC=C6)O)O)OC(=O)C7=CC=CC=C7)(CO4)OC(=O)C)O)C)OC(=O)C. Cell line: SK-MEL-28. Synergy scores: CSS=46.6, Synergy_ZIP=4.04, Synergy_Bliss=3.99, Synergy_Loewe=4.62, Synergy_HSA=7.96. (4) Drug 1: C1=CC(=CC=C1CCC2=CNC3=C2C(=O)NC(=N3)N)C(=O)NC(CCC(=O)O)C(=O)O. Drug 2: CC1OCC2C(O1)C(C(C(O2)OC3C4COC(=O)C4C(C5=CC6=C(C=C35)OCO6)C7=CC(=C(C(=C7)OC)O)OC)O)O. Cell line: OVCAR3. Synergy scores: CSS=39.9, Synergy_ZIP=-6.62, Synergy_Bliss=-9.83, Synergy_Loewe=-5.44, Synergy_HSA=-3.77.